From a dataset of Forward reaction prediction with 1.9M reactions from USPTO patents (1976-2016). Predict the product of the given reaction. (1) Given the reactants C=C[C:3]1[CH:8]=[CH:7][CH:6]=[CH:5][CH:4]=1.[Cl-].C([Al+][CH2:13][CH3:14])C.[CH2:15]=[CH2:16], predict the reaction product. The product is: [C:3]1([CH:13]([CH3:14])[CH:15]=[CH2:16])[CH:8]=[CH:7][CH:6]=[CH:5][CH:4]=1. (2) Given the reactants Br[CH2:2][C:3]1[NH:8][C:7]([C:9]2[CH:14]=[CH:13][CH:12]=[CH:11][N:10]=2)=[N:6][CH:5]([C:15]2[CH:20]=[CH:19][C:18]([F:21])=[CH:17][C:16]=2[Cl:22])[C:4]=1[C:23]([O:25][CH2:26][CH3:27])=[O:24].[NH:28]1[CH2:33][CH2:32][O:31][CH2:30][CH:29]1[C:34]([OH:36])=[O:35], predict the reaction product. The product is: [Cl:22][C:16]1[CH:17]=[C:18]([F:21])[CH:19]=[CH:20][C:15]=1[CH:5]1[N:6]=[C:7]([C:9]2[CH:14]=[CH:13][CH:12]=[CH:11][N:10]=2)[NH:8][C:3]([CH2:2][N:28]2[CH2:33][CH2:32][O:31][CH2:30][CH:29]2[C:34]([OH:36])=[O:35])=[C:4]1[C:23]([O:25][CH2:26][CH3:27])=[O:24]. (3) Given the reactants [Cl-].ClC=[N+](C)C.CN([CH:10]=[O:11])C.[Cl:12][C:13]1[CH:21]=[C:20]2[C:16]([CH:17]=[CH:18][NH:19]2)=[CH:15][C:14]=1B1OCC(C)(C)CO1.Cl[C:31]1[CH:36]=[N:35][C:34]([C:37]2[CH:42]=[CH:41][CH:40]=[CH:39][CH:38]=2)=[CH:33][N:32]=1.C(=O)([O-])[O-].[K+].[K+], predict the reaction product. The product is: [Cl:12][C:13]1[CH:21]=[C:20]2[C:16]([C:17]([CH:10]=[O:11])=[CH:18][NH:19]2)=[CH:15][C:14]=1[C:31]1[CH:36]=[N:35][C:34]([C:37]2[CH:42]=[CH:41][CH:40]=[CH:39][CH:38]=2)=[CH:33][N:32]=1. (4) Given the reactants [C:1]([Br:5])(Br)(Br)[Br:2].C1(P(C2C=CC=CC=2)C2C=CC=CC=2)C=CC=CC=1.[CH3:25][C:26]1([CH3:46])[CH2:35][CH2:34][C:33]([CH3:37])([CH3:36])[C:32]2[CH:31]=[C:30]([CH:38]([CH2:41][CH2:42][CH2:43][CH2:44][CH3:45])[CH:39]=O)[CH:29]=[CH:28][C:27]1=2, predict the reaction product. The product is: [Br:2][C:1]([Br:5])=[CH:39][CH:38]([C:30]1[CH:29]=[CH:28][C:27]2[C:26]([CH3:46])([CH3:25])[CH2:35][CH2:34][C:33]([CH3:37])([CH3:36])[C:32]=2[CH:31]=1)[CH2:41][CH2:42][CH2:43][CH2:44][CH3:45].